The task is: Regression. Given a peptide amino acid sequence and an MHC pseudo amino acid sequence, predict their binding affinity value. This is MHC class I binding data.. This data is from Peptide-MHC class I binding affinity with 185,985 pairs from IEDB/IMGT. The peptide sequence is MYIFFASFYY. The MHC is HLA-A23:01 with pseudo-sequence HLA-A23:01. The binding affinity (normalized) is 0.392.